This data is from Full USPTO retrosynthesis dataset with 1.9M reactions from patents (1976-2016). The task is: Predict the reactants needed to synthesize the given product. Given the product [C:24]1([N:25]2[CH:27]=[N:21][N:20]=[C:18]2[C:3]2[C:2](=[O:1])[CH:7]=[CH:6][N:5]([C:8]3[CH:13]=[CH:12][CH:11]=[C:10]([C:14]([F:17])([F:16])[F:15])[CH:9]=3)[N:4]=2)[CH:39]=[CH:40][CH:35]=[CH:36][CH:37]=1, predict the reactants needed to synthesize it. The reactants are: [O:1]=[C:2]1[CH:7]=[CH:6][N:5]([C:8]2[CH:13]=[CH:12][CH:11]=[C:10]([C:14]([F:17])([F:16])[F:15])[CH:9]=2)[N:4]=[C:3]1[C:18]([NH:20][NH2:21])=O.CO[CH:24](OC)[N:25]([CH3:27])C.C(O)(=O)C.N[C:35]1[CH:40]=[CH:39]C=[CH:37][CH:36]=1.